Dataset: Forward reaction prediction with 1.9M reactions from USPTO patents (1976-2016). Task: Predict the product of the given reaction. Given the reactants Cl[C:2]1[C:3]2[C:10]([CH3:11])=[C:9]([CH3:12])[S:8][C:4]=2[N:5]=[CH:6][N:7]=1.[NH2:13][C:14]1[CH:22]=[CH:21][C:17]([C:18]([NH2:20])=[O:19])=[CH:16][C:15]=1[O:23][CH3:24].[OH-].[NH4+], predict the reaction product. The product is: [CH3:11][C:10]1[C:3]2[C:2]([NH:13][C:14]3[CH:22]=[CH:21][C:17]([C:18]([NH2:20])=[O:19])=[CH:16][C:15]=3[O:23][CH3:24])=[N:7][CH:6]=[N:5][C:4]=2[S:8][C:9]=1[CH3:12].